The task is: Regression. Given a peptide amino acid sequence and an MHC pseudo amino acid sequence, predict their binding affinity value. This is MHC class II binding data.. This data is from Peptide-MHC class II binding affinity with 134,281 pairs from IEDB. The peptide sequence is NGSMRVFVDVIRALD. The MHC is DRB4_0101 with pseudo-sequence DRB4_0103. The binding affinity (normalized) is 0.423.